This data is from Peptide-MHC class I binding affinity with 185,985 pairs from IEDB/IMGT. The task is: Regression. Given a peptide amino acid sequence and an MHC pseudo amino acid sequence, predict their binding affinity value. This is MHC class I binding data. (1) The peptide sequence is VSTMAERF. The MHC is Mamu-A01 with pseudo-sequence Mamu-A01. The binding affinity (normalized) is 0.437. (2) The peptide sequence is SINSEYIESK. The MHC is HLA-A68:01 with pseudo-sequence HLA-A68:01. The binding affinity (normalized) is 0.274.